Dataset: Full USPTO retrosynthesis dataset with 1.9M reactions from patents (1976-2016). Task: Predict the reactants needed to synthesize the given product. (1) Given the product [CH2:1]([O:3][C:4](=[O:23])[C:5]([N:7]([CH2:8][C:9]1[CH:14]=[CH:13][CH:12]=[CH:11][CH:10]=1)[CH2:15][C:16]1[CH:21]=[CH:20][C:19]([NH:22][C:24](=[O:37])[CH2:25][CH2:26][CH2:27][CH2:28][CH2:29][CH2:30][CH2:31][CH2:32][CH2:33][CH2:34][CH2:35][CH3:36])=[CH:18][CH:17]=1)=[O:6])[CH3:2], predict the reactants needed to synthesize it. The reactants are: [CH2:1]([O:3][C:4](=[O:23])[C:5]([N:7]([CH2:15][C:16]1[CH:21]=[CH:20][C:19]([NH2:22])=[CH:18][CH:17]=1)[CH2:8][C:9]1[CH:14]=[CH:13][CH:12]=[CH:11][CH:10]=1)=[O:6])[CH3:2].[C:24](O)(=[O:37])[CH2:25][CH2:26][CH2:27][CH2:28][CH2:29][CH2:30][CH2:31][CH2:32][CH2:33][CH2:34][CH2:35][CH3:36]. (2) Given the product [C:12]([NH:2][CH:3]([C:9](=[O:11])[CH3:10])[C:4]([O:6][CH2:7][CH3:8])=[O:5])(=[O:14])[CH3:13], predict the reactants needed to synthesize it. The reactants are: O[N:2]=[C:3]([C:9](=[O:11])[CH3:10])[C:4]([O:6][CH2:7][CH3:8])=[O:5].[C:12](OC(=O)C)(=[O:14])[CH3:13].